This data is from Forward reaction prediction with 1.9M reactions from USPTO patents (1976-2016). The task is: Predict the product of the given reaction. (1) Given the reactants [NH:1]1[CH2:4][CH:3]([C:5]2[CH:10]=[C:9]([F:11])[CH:8]=[CH:7][C:6]=2[S:12]([NH:15][C:16]2[C:25]([C:26]([O:28][CH3:29])=[O:27])=[C:24]3[C:19]([CH:20]4[CH2:30][CH:21]4[CH2:22][O:23]3)=[CH:18][CH:17]=2)(=[O:14])=[O:13])[CH2:2]1.I[CH2:32][CH3:33].C(=O)([O-])[O-].[K+].[K+], predict the reaction product. The product is: [CH2:32]([N:1]1[CH2:4][CH:3]([C:5]2[CH:10]=[C:9]([F:11])[CH:8]=[CH:7][C:6]=2[S:12]([NH:15][C:16]2[C:25]([C:26]([O:28][CH3:29])=[O:27])=[C:24]3[C:19]([CH:20]4[CH2:30][CH:21]4[CH2:22][O:23]3)=[CH:18][CH:17]=2)(=[O:13])=[O:14])[CH2:2]1)[CH3:33]. (2) Given the reactants [CH2:1]([O:8][C:9]([NH:11][C:12]1[C:13]([CH3:36])=[C:14]([C:18]2[C:30]3[C:29]4[C:24](=[CH:25][C:26]([Br:31])=[CH:27][CH:28]=4)[NH:23][C:22]=3[C:21]([C:32](O)=[O:33])=[N:20][C:19]=2[CH3:35])[CH:15]=[CH:16][CH:17]=1)=[O:10])[C:2]1[CH:7]=[CH:6][CH:5]=[CH:4][CH:3]=1.[Cl-].[NH4+].F[P-](F)(F)(F)(F)F.[N:46]1(O[P+](N(C)C)(N(C)C)N(C)C)C2C=CC=CC=2N=N1.CN1CCOCC1.C(N(C(C)C)CC)(C)C, predict the reaction product. The product is: [Br:31][C:26]1[CH:25]=[C:24]2[C:29]([C:30]3[C:18]([C:14]4[C:13]([CH3:36])=[C:12]([NH:11][C:9](=[O:10])[O:8][CH2:1][C:2]5[CH:3]=[CH:4][CH:5]=[CH:6][CH:7]=5)[CH:17]=[CH:16][CH:15]=4)=[C:19]([CH3:35])[N:20]=[C:21]([C:32](=[O:33])[NH2:46])[C:22]=3[NH:23]2)=[CH:28][CH:27]=1. (3) Given the reactants [NH2:1][C:2]1[CH:7]=[C:6]([O:8][C:9]2[CH:14]=[CH:13][C:12]([NH:15][C:16]([NH:18][C:19](=[O:28])[CH2:20][C:21]3[CH:26]=[CH:25][C:24]([F:27])=[CH:23][CH:22]=3)=[S:17])=[CH:11][C:10]=2[F:29])[CH:5]=[CH:4][N:3]=1.ClC(OC1C=CC=CC=1)=O.[CH2:40]([N:42]([CH2:48][CH3:49])[CH2:43][CH2:44][CH2:45][NH:46][CH3:47])[CH3:41].[C:50](=[O:53])([O-])O.[Na+], predict the reaction product. The product is: [CH2:40]([N:42]([CH2:48][CH3:49])[CH2:43][CH2:44][CH2:45][N:46]([CH3:47])[C:50]([NH:1][C:2]1[CH:7]=[C:6]([O:8][C:9]2[CH:14]=[CH:13][C:12]([NH:15][C:16]([NH:18][C:19](=[O:28])[CH2:20][C:21]3[CH:26]=[CH:25][C:24]([F:27])=[CH:23][CH:22]=3)=[S:17])=[CH:11][C:10]=2[F:29])[CH:5]=[CH:4][N:3]=1)=[O:53])[CH3:41]. (4) Given the reactants [CH2:1]([O:3][C:4](=[O:19])[C:5]([O:8][C:9]1[CH:14]=[CH:13][C:12]([CH:15]([NH2:17])[CH3:16])=[CH:11][C:10]=1[CH3:18])([CH3:7])[CH3:6])[CH3:2].[F:20][C:21]([F:43])([F:42])[O:22][C:23]1[CH:28]=[CH:27][C:26]([C:29]2[N:34]=[C:33]([C:35]([F:38])([F:37])[F:36])[C:32]([C:39](O)=[O:40])=[CH:31][N:30]=2)=[CH:25][CH:24]=1, predict the reaction product. The product is: [CH2:1]([O:3][C:4](=[O:19])[C:5]([CH3:6])([O:8][C:9]1[CH:14]=[CH:13][C:12]([CH:15]([NH:17][C:39]([C:32]2[C:33]([C:35]([F:38])([F:36])[F:37])=[N:34][C:29]([C:26]3[CH:25]=[CH:24][C:23]([O:22][C:21]([F:20])([F:42])[F:43])=[CH:28][CH:27]=3)=[N:30][CH:31]=2)=[O:40])[CH3:16])=[CH:11][C:10]=1[CH3:18])[CH3:7])[CH3:2]. (5) Given the reactants [H-].[Na+].[I:3][C:4]1[C:12]2[C:7](=[CH:8][CH:9]=[CH:10][CH:11]=2)[NH:6][N:5]=1.Cl[C:14]1[N:22]=[C:21]2[C:17]([N:18]=[C:19]([CH2:24][N:25]3[CH2:30][CH2:29][CH:28]([C:31]([OH:34])([CH3:33])[CH3:32])[CH2:27][CH2:26]3)[N:20]2[CH3:23])=[C:16]([N:35]2[CH2:40][CH2:39][O:38][CH2:37][CH2:36]2)[N:15]=1, predict the reaction product. The product is: [I:3][C:4]1[C:12]2[C:7](=[CH:8][CH:9]=[CH:10][CH:11]=2)[N:6]([C:14]2[N:22]=[C:21]3[C:17]([N:18]=[C:19]([CH2:24][N:25]4[CH2:30][CH2:29][CH:28]([C:31]([OH:34])([CH3:33])[CH3:32])[CH2:27][CH2:26]4)[N:20]3[CH3:23])=[C:16]([N:35]3[CH2:36][CH2:37][O:38][CH2:39][CH2:40]3)[N:15]=2)[N:5]=1. (6) Given the reactants [Cl:1][C:2]1[CH:3]=[C:4]([CH:12]([CH2:27][CH:28]2[CH2:33][CH2:32][O:31][CH2:30][CH2:29]2)[C:13](=O)[CH2:14][CH2:15][C:16]([C:18]2[S:19][C:20]([CH:23]([OH:25])[CH3:24])=[CH:21][N:22]=2)=O)[CH:5]=[CH:6][C:7]=1[S:8]([CH3:11])(=[O:10])=[O:9].C([O-])(=O)C.[NH4+:38].[OH-].[Na+], predict the reaction product. The product is: [Cl:1][C:2]1[CH:3]=[C:4]([CH:12]([C:13]2[NH:38][C:16]([C:18]3[S:19][C:20]([CH:23]([OH:25])[CH3:24])=[CH:21][N:22]=3)=[CH:15][CH:14]=2)[CH2:27][CH:28]2[CH2:29][CH2:30][O:31][CH2:32][CH2:33]2)[CH:5]=[CH:6][C:7]=1[S:8]([CH3:11])(=[O:10])=[O:9]. (7) Given the reactants [OH:1][N:2]1[C:7]([CH3:9])([CH3:8])[CH2:6][CH:5](O)[CH2:4][C:3]1([CH3:12])[CH3:11].N(OC(C)(C)C)=O.[N+:20]([C:23]1[CH:29]=[C:28]([C:30]([F:33])([F:32])[F:31])[CH:27]=[CH:26][C:24]=1N)([O-:22])=[O:21], predict the reaction product. The product is: [N+:20]([C:23]1[CH:29]=[C:28]([C:30]([F:31])([F:32])[F:33])[CH:27]=[CH:26][C:24]=1[O:1][N:2]1[C:7]([CH3:9])([CH3:8])[CH2:6][CH2:5][CH2:4][C:3]1([CH3:12])[CH3:11])([O-:22])=[O:21]. (8) Given the reactants [Cl:1][C:2]1[CH:7]=[CH:6][C:5]([C:8]2([C:14]3[CH:19]=[CH:18][C:17](B4OC(C)(C)C(C)(C)O4)=[CH:16][CH:15]=3)[CH2:13][CH2:12][NH:11][CH2:10][CH2:9]2)=[CH:4][CH:3]=1.Br[C:30]1[C:31]([C:35]#[N:36])=[N:32][NH:33][CH:34]=1, predict the reaction product. The product is: [Cl:1][C:2]1[CH:7]=[CH:6][C:5]([C:8]2([C:14]3[CH:15]=[CH:16][C:17]([C:30]4[C:31]([C:35]#[N:36])=[N:32][NH:33][CH:34]=4)=[CH:18][CH:19]=3)[CH2:13][CH2:12][NH:11][CH2:10][CH2:9]2)=[CH:4][CH:3]=1.